Dataset: Reaction yield outcomes from USPTO patents with 853,638 reactions. Task: Predict the reaction yield, written as a fraction of the theoretical maximum amount of product (1.0 means a 100% yield; for example, 0.34 means a 34% yield). The reactants are [CH3:1][C:2]1[C:3]([C:7]([O:9][CH2:10][CH3:11])=[O:8])=[CH:4][NH:5][CH:6]=1.[Br:12]N1C(=O)CCC1=O. No catalyst specified. The product is [Br:12][C:6]1[NH:5][CH:4]=[C:3]([C:7]([O:9][CH2:10][CH3:11])=[O:8])[C:2]=1[CH3:1]. The yield is 0.760.